The task is: Predict the reactants needed to synthesize the given product.. This data is from Full USPTO retrosynthesis dataset with 1.9M reactions from patents (1976-2016). (1) Given the product [Cl:29][C:26]1[CH:25]=[C:24]2[C:23](=[CH:28][CH:27]=1)[C:8]([C:5]1[CH:4]=[CH:3][C:2]([Cl:1])=[CH:7][CH:6]=1)([CH3:22])[C:9](=[O:10])[C:11]([C:12]([O:14][CH2:15][CH3:16])=[O:13])=[C:17]2[OH:19], predict the reactants needed to synthesize it. The reactants are: [Cl:1][C:2]1[CH:7]=[CH:6][C:5]([C:8]([C:23]2[CH:28]=[CH:27][C:26]([Cl:29])=[CH:25][CH:24]=2)([CH3:22])[C:9]([CH:11]([C:17]([O:19]CC)=O)[C:12]([O:14][CH2:15][CH3:16])=[O:13])=[O:10])=[CH:4][CH:3]=1. (2) Given the product [NH:9]([C:29]1[C:38]2[C:33](=[CH:34][C:35]([F:42])=[C:36]([N+:39]([O-:41])=[O:40])[CH:37]=2)[N:32]=[CH:31][N:30]=1)[C:4]1[CH:5]=[CH:6][CH:7]=[CH:2][CH:3]=1, predict the reactants needed to synthesize it. The reactants are: Cl[C:2]1[CH:3]=[C:4]([NH2:9])[CH:5]=[CH:6][C:7]=1F.COC1C=C(C=CC=1OC)C=O.C([BH3-])#N.[Na+].[OH-].[Na+].Cl[C:29]1[NH:30][CH2:31][N:32]=[C:33]2[C:38]=1[CH:37]=[C:36]([N+:39]([O-:41])=[O:40])[C:35]([F:42])=[CH:34]2.C([O-])([O-])=O.[K+].[K+].